From a dataset of Catalyst prediction with 721,799 reactions and 888 catalyst types from USPTO. Predict which catalyst facilitates the given reaction. (1) Reactant: [CH3:1][N:2]([C:12]1[N:21]=[CH:20][C:19]2[CH2:18][CH2:17][C:16]3[N:22]=[C:23]([CH3:25])[S:24][C:15]=3[C:14]=2[N:13]=1)[C:3]1[CH:8]=[CH:7][CH:6]=[C:5]([N+:9]([O-:11])=[O:10])[CH:4]=1.ClC1C(=O)C(C#N)=C(C#N)C(=O)C=1Cl. Product: [CH3:1][N:2]([C:12]1[N:21]=[CH:20][C:19]2[CH:18]=[CH:17][C:16]3[N:22]=[C:23]([CH3:25])[S:24][C:15]=3[C:14]=2[N:13]=1)[C:3]1[CH:8]=[CH:7][CH:6]=[C:5]([N+:9]([O-:11])=[O:10])[CH:4]=1. The catalyst class is: 11. (2) Reactant: FC(F)(F)C(O)=O.C(OC(=O)N)(C)(C)C.[CH3:16][N:17]([CH:21]1[CH2:26][CH2:25][C:24]([C:27]2[C:32]([CH3:33])=[CH:31][C:30]([NH:34][C:35]([C:37]3[CH:38]=[N:39][N:40]([C:43]4[CH:48]=[CH:47][C:46]([C:49]([F:52])([F:51])[F:50])=[CH:45][N:44]=4)[C:41]=3[CH3:42])=[O:36])=[CH:29][N:28]=2)=[CH:23][CH2:22]1)C(=O)O.[OH-].[Na+]. Product: [CH3:42][C:41]1[N:40]([C:43]2[CH:48]=[CH:47][C:46]([C:49]([F:50])([F:52])[F:51])=[CH:45][N:44]=2)[N:39]=[CH:38][C:37]=1[C:35]([NH:34][C:30]1[CH:29]=[N:28][C:27]([C:24]2[CH2:25][CH2:26][CH:21]([NH:17][CH3:16])[CH2:22][CH:23]=2)=[C:32]([CH3:33])[CH:31]=1)=[O:36]. The catalyst class is: 4. (3) Reactant: C(OP([C:9]#[N:10])(=O)OCC)C.[CH3:11][C:12]1[CH:20]=[CH:19][C:15]([C:16](O)=[O:17])=[CH:14][C:13]=1[NH:21][C:22]1[N:27]=[C:26]([C:28]2[CH:29]=[N:30][CH:31]=[CH:32][CH:33]=2)[CH:25]=[CH:24][N:23]=1.[OH:34][C:35]([C:38]1[CH:39]=[C:40](N)[CH:41]=[C:42]([C:44]([F:47])([F:46])[F:45])[CH:43]=1)([CH3:37])[CH3:36].C(N(CC)CC)C.C(=O)([O-])O.[Na+]. Product: [CH3:11][C:12]1[CH:20]=[CH:19][C:15]([C:16]([NH:10][CH2:9][C:40]2[CH:41]=[C:42]([C:44]([F:47])([F:46])[F:45])[CH:43]=[C:38]([C:35]([OH:34])([CH3:37])[CH3:36])[CH:39]=2)=[O:17])=[CH:14][C:13]=1[NH:21][C:22]1[N:27]=[C:26]([C:28]2[CH:29]=[N:30][CH:31]=[CH:32][CH:33]=2)[CH:25]=[CH:24][N:23]=1. The catalyst class is: 9. (4) Reactant: C(OC([N:8]1[CH2:11][CH:10]([O:12][C:13]2[CH:14]=[N:15][CH:16]=[CH:17][CH:18]=2)[CH2:9]1)=O)(C)(C)C.C(O)(C(F)(F)F)=O. Product: [NH:8]1[CH2:9][CH:10]([O:12][C:13]2[CH:14]=[N:15][CH:16]=[CH:17][CH:18]=2)[CH2:11]1. The catalyst class is: 2. (5) Reactant: [CH3:1][C:2]1[N:7]=[C:6](Cl)[CH:5]=[C:4]([Cl:9])[N:3]=1.[CH2:10]([NH:14][CH2:15][CH3:16])[CH2:11][CH2:12][CH3:13]. Product: [CH2:10]([N:14]([C:6]1[CH:5]=[C:4]([Cl:9])[N:3]=[C:2]([CH3:1])[N:7]=1)[CH2:15][CH3:16])[CH2:11][CH2:12][CH3:13]. The catalyst class is: 47.